From a dataset of Full USPTO retrosynthesis dataset with 1.9M reactions from patents (1976-2016). Predict the reactants needed to synthesize the given product. (1) Given the product [CH2:1]([N:3]1[C:7]2=[N:8][C:9]([CH2:21][O:22][CH3:23])=[C:10]([CH2:19][O:20][CH2:32][C:33]([O:35][C:36]([CH3:39])([CH3:38])[CH3:37])=[O:34])[C:11]([C:12]3[CH:13]=[N:14][CH:15]=[C:16]([CH3:18])[CH:17]=3)=[C:6]2[CH:5]=[N:4]1)[CH3:2], predict the reactants needed to synthesize it. The reactants are: [CH2:1]([N:3]1[C:7]2=[N:8][C:9]([CH2:21][O:22][CH3:23])=[C:10]([CH2:19][OH:20])[C:11]([C:12]3[CH:13]=[N:14][CH:15]=[C:16]([CH3:18])[CH:17]=3)=[C:6]2[CH:5]=[N:4]1)[CH3:2].[OH-].[Na+].S([O-])([O-])(=O)=O.Br[CH2:32][C:33]([O:35][C:36]([CH3:39])([CH3:38])[CH3:37])=[O:34]. (2) Given the product [OH:17][C:18]1[CH:19]=[CH:20][C:21]([CH2:24][CH2:25][C:26]([NH:1][C:2]2[CH:7]=[CH:6][CH:5]=[CH:4][C:3]=2[C:8]2[NH:9][C:10]3[C:15]([CH:16]=2)=[CH:14][CH:13]=[CH:12][CH:11]=3)=[O:27])=[CH:22][CH:23]=1, predict the reactants needed to synthesize it. The reactants are: [NH2:1][C:2]1[CH:7]=[CH:6][CH:5]=[CH:4][C:3]=1[C:8]1[NH:9][C:10]2[C:15]([CH:16]=1)=[CH:14][CH:13]=[CH:12][CH:11]=2.[OH:17][C:18]1[CH:23]=[CH:22][C:21]([CH2:24][CH2:25][C:26](O)=[O:27])=[CH:20][CH:19]=1.